Dataset: Full USPTO retrosynthesis dataset with 1.9M reactions from patents (1976-2016). Task: Predict the reactants needed to synthesize the given product. (1) Given the product [CH2:36]([O:35][C:33](=[O:34])[CH2:32][N:22]1[CH2:21][CH2:20][C:19]2[C:24](=[CH:25][CH:26]=[C:17]([C:14]3[N:13]=[C:12]([C:9]4[CH:10]=[C:11]5[C:6](=[CH:7][CH:8]=4)[N:5]([CH:28]([CH3:30])[CH3:29])[CH:4]=[C:3]5[Cl:2])[O:16][N:15]=3)[C:18]=2[CH3:27])[CH2:23]1)[CH3:37], predict the reactants needed to synthesize it. The reactants are: Cl.[Cl:2][C:3]1[C:11]2[C:6](=[CH:7][CH:8]=[C:9]([C:12]3[O:16][N:15]=[C:14]([C:17]4[C:18]([CH3:27])=[C:19]5[C:24](=[CH:25][CH:26]=4)[CH2:23][NH:22][CH2:21][CH2:20]5)[N:13]=3)[CH:10]=2)[N:5]([CH:28]([CH3:30])[CH3:29])[CH:4]=1.Br[CH2:32][C:33]([O:35][CH2:36][CH3:37])=[O:34]. (2) Given the product [NH2:1][C:4]1[CH:5]=[CH:6][CH:7]=[C:8]2[C:13]=1[C:12](=[O:14])[N:11]([C:15]1[CH:20]=[CH:19][CH:18]=[C:17]([C:21]([F:24])([F:22])[F:23])[CH:16]=1)[CH2:10][CH2:9]2, predict the reactants needed to synthesize it. The reactants are: [N+:1]([C:4]1[CH:5]=[CH:6][CH:7]=[C:8]2[C:13]=1[C:12](=[O:14])[N:11]([C:15]1[CH:20]=[CH:19][CH:18]=[C:17]([C:21]([F:24])([F:23])[F:22])[CH:16]=1)[CH2:10][CH2:9]2)([O-])=O.[H][H].